This data is from Forward reaction prediction with 1.9M reactions from USPTO patents (1976-2016). The task is: Predict the product of the given reaction. (1) Given the reactants [NH:1]1[CH2:6][CH2:5][CH2:4][CH2:3][CH:2]1[CH2:7][OH:8].[CH2:9](Br)[C:10]1[CH:15]=[CH:14][CH:13]=[CH:12][CH:11]=1.C(N(C(C)C)CC)(C)C, predict the reaction product. The product is: [CH2:9]([N:1]1[CH2:6][CH2:5][CH2:4][CH2:3][CH:2]1[CH2:7][OH:8])[C:10]1[CH:15]=[CH:14][CH:13]=[CH:12][CH:11]=1. (2) Given the reactants C[O:2][C:3]([C:5]1[CH:6]=[CH:7][C:8]2[CH:12]=[C:11]([C:13]([CH2:31][CH3:32])([C:16]3[CH:21]=[CH:20][C:19]([O:22][CH2:23][C:24]([CH2:28][CH3:29])([OH:27])[CH2:25][CH3:26])=[C:18]([CH3:30])[CH:17]=3)[CH2:14][CH3:15])[S:10][C:9]=2[CH:33]=1)=[O:4].[OH-].[Na+].Cl, predict the reaction product. The product is: [CH2:14]([C:13]([C:11]1[S:10][C:9]2[CH:33]=[C:5]([C:3]([OH:4])=[O:2])[CH:6]=[CH:7][C:8]=2[CH:12]=1)([C:16]1[CH:21]=[CH:20][C:19]([O:22][CH2:23][C:24]([CH2:25][CH3:26])([OH:27])[CH2:28][CH3:29])=[C:18]([CH3:30])[CH:17]=1)[CH2:31][CH3:32])[CH3:15]. (3) Given the reactants [N+:1]([C:4]1[CH:5]=[C:6]([SH:13])[CH:7]=[C:8]([N+:10]([O-:12])=[O:11])[CH:9]=1)([O-:3])=[O:2].[OH-].[Na+].[C:16]([O:20][C:21](=[O:28])[NH:22][CH2:23][CH2:24][CH2:25][CH2:26]Br)([CH3:19])([CH3:18])[CH3:17], predict the reaction product. The product is: [C:16]([O:20][C:21](=[O:28])[NH:22][CH2:23][CH2:24][CH2:25][CH2:26][S:13][C:6]1[CH:5]=[C:4]([N+:1]([O-:3])=[O:2])[CH:9]=[C:8]([N+:10]([O-:12])=[O:11])[CH:7]=1)([CH3:19])([CH3:18])[CH3:17]. (4) The product is: [F:29][C:19]1[CH:20]=[C:21]([C:22]2[CH:27]=[CH:26][CH:25]=[CH:24][C:23]=2[F:28])[C:15]2[O:14][CH:13]([CH2:12][NH:31][CH3:30])[CH2:17][C:16]=2[CH:18]=1. Given the reactants CC1C=CC(S(O[CH2:12][CH:13]2[CH2:17][C:16]3[CH:18]=[C:19]([F:29])[CH:20]=[C:21]([C:22]4[CH:27]=[CH:26][CH:25]=[CH:24][C:23]=4[F:28])[C:15]=3[O:14]2)(=O)=O)=CC=1.[CH3:30][NH2:31], predict the reaction product.